This data is from Reaction yield outcomes from USPTO patents with 853,638 reactions. The task is: Predict the reaction yield, written as a fraction of the theoretical maximum amount of product (1.0 means a 100% yield; for example, 0.34 means a 34% yield). (1) No catalyst specified. The yield is 0.420. The product is [NH2:33][C:28]1[C:27]2[C:51](=[CH:41][C:24]([CH3:32])=[CH:25][C:26]=2[O:34][CH:35]2[CH2:36][CH2:37][N:38]([C:10]3[N:9]=[C:8]([O:16][C@H:17]([CH3:21])[CH2:18][O:19][CH3:20])[N:7]=[C:6]([C:4]([NH:3][CH2:1][CH3:2])=[O:5])[CH:11]=3)[CH2:39][CH2:40]2)[N:49]([CH3:50])[N:29]=1. The reactants are [CH2:1]([NH:3][C:4]([C:6]1[CH:11]=[C:10](S(C)(=O)=O)[N:9]=[C:8]([O:16][C@H:17]([CH3:21])[CH2:18][O:19][CH3:20])[N:7]=1)=[O:5])[CH3:2].CO[C:24]1[CH:32]=C2[C:27]([C:28]([NH2:33])=[N:29]N2)=[C:26]([O:34][CH:35]2[CH2:40][CH2:39][NH:38][CH2:37][CH2:36]2)[CH:25]=1.[C:41]([O-])([O-])=O.[K+].[K+].O.C[N:49]([CH:51]=O)[CH3:50]. (2) The reactants are Br[C:2]1[C:10]2[N:9]=[CH:8][N:7]([CH:11]3[CH2:16][CH2:15][CH2:14][CH2:13][O:12]3)[C:6]=2[CH:5]=[CH:4][CH:3]=1.[CH3:17][N:18]1C(=O)CCC1. The catalyst is [C-]#N.[C-]#N.[Zn+2].C1C=CC([P]([Pd]([P](C2C=CC=CC=2)(C2C=CC=CC=2)C2C=CC=CC=2)([P](C2C=CC=CC=2)(C2C=CC=CC=2)C2C=CC=CC=2)[P](C2C=CC=CC=2)(C2C=CC=CC=2)C2C=CC=CC=2)(C2C=CC=CC=2)C2C=CC=CC=2)=CC=1. The product is [O:12]1[CH2:13][CH2:14][CH2:15][CH2:16][CH:11]1[N:7]1[C:6]2[CH:5]=[CH:4][CH:3]=[C:2]([C:17]#[N:18])[C:10]=2[N:9]=[CH:8]1. The yield is 0.700. (3) The reactants are [CH3:1][C@:2]1([CH2:24][NH:25][C:26]2[CH:27]=[C:28]([CH:31]=[CH:32][C:33]=2[N+:34]([O-])=O)[C:29]#[N:30])[CH2:23][CH2:22][CH2:21][C:4]2([O:8][C@H:7]([C:9]3[CH:14]=[CH:13][CH:12]=[CH:11][CH:10]=3)[C@@H:6]([C:15]3[CH:20]=[CH:19][CH:18]=[CH:17][CH:16]=3)[O:5]2)[CH2:3]1.CO.[CH:39](OC)(OC)OC.C(O)=O. The yield is 1.00. The product is [CH3:1][C@:2]1([CH2:24][N:25]2[C:26]3[CH:27]=[C:28]([C:29]#[N:30])[CH:31]=[CH:32][C:33]=3[N:34]=[CH:39]2)[CH2:23][CH2:22][CH2:21][C:4]2([O:8][C@H:7]([C:9]3[CH:14]=[CH:13][CH:12]=[CH:11][CH:10]=3)[C@@H:6]([C:15]3[CH:20]=[CH:19][CH:18]=[CH:17][CH:16]=3)[O:5]2)[CH2:3]1. The catalyst is [Fe].CCOC(C)=O. (4) The reactants are [Cl:1][C:2]1[CH:7]=[CH:6][C:5]([S:8]([C:11]2[C:12]([C:38]#[N:39])=[C:13]([C:27]3[CH:32]=[CH:31][N+:30]([O-:33])=[C:29]([NH:34][C:35](=[O:37])[CH3:36])[CH:28]=3)[S:14][C:15]=2[C:16]2[N:20]=[CH:19][N:18](C3CCCCO3)[N:17]=2)(=[O:10])=[O:9])=[CH:4][CH:3]=1.FC(F)(F)C(O)=O. No catalyst specified. The product is [Cl:1][C:2]1[CH:7]=[CH:6][C:5]([S:8]([C:11]2[C:12]([C:38]#[N:39])=[C:13]([C:27]3[CH:32]=[CH:31][N+:30]([O-:33])=[C:29]([NH:34][C:35](=[O:37])[CH3:36])[CH:28]=3)[S:14][C:15]=2[C:16]2[NH:20][CH:19]=[N:18][N:17]=2)(=[O:10])=[O:9])=[CH:4][CH:3]=1. The yield is 0.663. (5) The reactants are C([Li])CCC.C(NC(C)C)(C)C.[Cl:13][C:14]1[C:19]([Cl:20])=[CH:18][C:17]([C:21]([F:24])([F:23])[F:22])=[CH:16][N:15]=1.ClC1C(Cl)=C([Li])C(C(F)(F)F)=CN=1.[CH3:38][O:39][C:40]1[C:47]([O:48][CH3:49])=[C:46]([O:50][CH3:51])[CH:45]=[C:44]([CH3:52])[C:41]=1[CH:42]=[O:43]. The catalyst is O.C1(C)C=CC=CC=1.C(OCC)C. The product is [CH3:38][O:39][C:40]1[C:47]([O:48][CH3:49])=[C:46]([O:50][CH3:51])[CH:45]=[C:44]([CH3:52])[C:41]=1[CH:42]([C:18]1[C:17]([C:21]([F:24])([F:22])[F:23])=[CH:16][N:15]=[C:14]([Cl:13])[C:19]=1[Cl:20])[OH:43]. The yield is 0.580. (6) The reactants are COC1C=CC(C[N:8]2[C:12]3=[N:13][CH:14]=[CH:15][C:16]([O:17][C:18]4[CH:23]=[CH:22][C:21]([NH:24][C:25]([C:27]5[C:32](=[O:33])[N:31]([C:34]6[CH:39]=[CH:38][C:37]([F:40])=[CH:36][CH:35]=6)[N:30]=[CH:29][CH:28]=5)=[O:26])=[CH:20][C:19]=4[F:41])=[C:11]3[C:10]([N:42]3[CH2:47][CH2:46][CH:45]([N:48](C)[C:49](=O)OC(C)(C)C)[CH2:44][CH2:43]3)=[N:9]2)=CC=1.C(O)(C(F)(F)F)=O. No catalyst specified. The product is [F:41][C:19]1[CH:20]=[C:21]([NH:24][C:25]([C:27]2[C:32](=[O:33])[N:31]([C:34]3[CH:35]=[CH:36][C:37]([F:40])=[CH:38][CH:39]=3)[N:30]=[CH:29][CH:28]=2)=[O:26])[CH:22]=[CH:23][C:18]=1[O:17][C:16]1[CH:15]=[CH:14][N:13]=[C:12]2[NH:8][N:9]=[C:10]([N:42]3[CH2:47][CH2:46][CH:45]([NH:48][CH3:49])[CH2:44][CH2:43]3)[C:11]=12. The yield is 0.243. (7) The reactants are [CH2:1]([O:3][C@@H:4]([CH2:10][C:11]1[CH:16]=[CH:15][C:14]([O:17][CH2:18]/[CH:19]=[C:20](/[C:22]2[CH:27]=[CH:26][C:25]([C:28]3[CH:33]=[CH:32][C:31]([F:34])=[CH:30][CH:29]=3)=[CH:24][CH:23]=2)\[CH3:21])=[CH:13][CH:12]=1)[C:5]([O:7]CC)=[O:6])[CH3:2].[OH-].[Na+]. No catalyst specified. The product is [CH2:1]([O:3][C@@H:4]([CH2:10][C:11]1[CH:16]=[CH:15][C:14]([O:17][CH2:18]/[CH:19]=[C:20](/[C:22]2[CH:27]=[CH:26][C:25]([C:28]3[CH:29]=[CH:30][C:31]([F:34])=[CH:32][CH:33]=3)=[CH:24][CH:23]=2)\[CH3:21])=[CH:13][CH:12]=1)[C:5]([OH:7])=[O:6])[CH3:2]. The yield is 0.530.